This data is from Catalyst prediction with 721,799 reactions and 888 catalyst types from USPTO. The task is: Predict which catalyst facilitates the given reaction. (1) Reactant: [CH3:1][C:2]1[CH:7]=[C:6]([N+:8]([O-])=O)[C:5]([O:11][CH3:12])=[CH:4][C:3]=1[N:13]1[CH2:18][CH2:17][N:16]([CH2:19][CH2:20][S:21]([CH3:24])(=[O:23])=[O:22])[CH2:15][CH2:14]1. Product: [CH3:1][C:2]1[C:3]([N:13]2[CH2:14][CH2:15][N:16]([CH2:19][CH2:20][S:21]([CH3:24])(=[O:22])=[O:23])[CH2:17][CH2:18]2)=[CH:4][C:5]([O:11][CH3:12])=[C:6]([NH2:8])[CH:7]=1. The catalyst class is: 513. (2) The catalyst class is: 252. Reactant: Cl[C:2]1[N:7]=[C:6]([NH:8][C:9]2[N:14]=[CH:13][C:12]3[N:15]=[CH:16][N:17]([CH:18]([CH3:20])[CH3:19])[C:11]=3[CH:10]=2)[CH:5]=[CH:4][N:3]=1.[O:21]1[C:25]2([CH2:30][CH2:29][NH:28][CH2:27][CH2:26]2)[CH2:24][NH:23][C:22]1=[O:31].C(N(CC)CC)C. Product: [CH:18]([N:17]1[C:11]2[CH:10]=[C:9]([NH:8][C:6]3[CH:5]=[CH:4][N:3]=[C:2]([N:28]4[CH2:27][CH2:26][C:25]5([O:21][C:22](=[O:31])[NH:23][CH2:24]5)[CH2:30][CH2:29]4)[N:7]=3)[N:14]=[CH:13][C:12]=2[N:15]=[CH:16]1)([CH3:20])[CH3:19]. (3) Reactant: Cl.[NH2:2][C:3]1[CH:8]=[CH:7][C:6]([OH:9])=[C:5]([F:10])[CH:4]=1.CC([O-])(C)C.[K+].[O:17]1[CH2:22][CH2:21][CH2:20][O:19][CH:18]1[C:23]1[N:28]=[CH:27][C:26]([C:29]2[S:37][C:36]3[C:31](=[N:32][CH:33]=[CH:34][C:35]=3Cl)[CH:30]=2)=[CH:25][CH:24]=1.O. Product: [O:17]1[CH2:22][CH2:21][CH2:20][O:19][CH:18]1[C:23]1[N:28]=[CH:27][C:26]([C:29]2[S:37][C:36]3[C:31](=[N:32][CH:33]=[CH:34][C:35]=3[O:9][C:6]3[CH:7]=[CH:8][C:3]([NH2:2])=[CH:4][C:5]=3[F:10])[CH:30]=2)=[CH:25][CH:24]=1. The catalyst class is: 16. (4) Reactant: [CH3:1][C:2]1([CH3:29])[CH2:11][C:10]2[C:5](=[C:6]3[CH2:20][C:19]([CH3:22])([CH3:21])[O:18][C:7]3=[C:8]([O:12][C:13](=[S:17])[N:14]([CH3:16])[CH3:15])[CH:9]=2)[C:4]([C:23]2[CH:28]=[CH:27][CH:26]=[CH:25][CH:24]=2)=[N:3]1.[ClH:30].C(OCC)(=O)C. Product: [ClH:30].[CH3:1][C:2]1([CH3:29])[CH2:11][C:10]2[C:5](=[C:6]3[CH2:20][C:19]([CH3:21])([CH3:22])[O:18][C:7]3=[C:8]([O:12][C:13](=[S:17])[N:14]([CH3:16])[CH3:15])[CH:9]=2)[C:4]([C:23]2[CH:24]=[CH:25][CH:26]=[CH:27][CH:28]=2)=[N:3]1. The catalyst class is: 13.